This data is from hERG Central: cardiac toxicity at 1µM, 10µM, and general inhibition. The task is: Predict hERG channel inhibition at various concentrations. (1) The compound is O=C(Nc1ccc2c(c1)OCO2)C1CCN(C(=O)c2ccc([N+](=O)[O-])cc2)CC1. Results: hERG_inhib (hERG inhibition (general)): blocker. (2) The drug is O=C(OCC(=O)N1CCN(c2ccccc2)CC1)c1ccc(Cl)cc1[N+](=O)[O-]. Results: hERG_inhib (hERG inhibition (general)): blocker. (3) The compound is Cc1cc(Cl)ccc1C(=O)C1CCCN(C(=O)c2snnc2C)C1. Results: hERG_inhib (hERG inhibition (general)): blocker. (4) The compound is CN1CCCCc2c1nc1ccccc1c2N.O=C(O)c1cncc(Br)c1. Results: hERG_inhib (hERG inhibition (general)): blocker. (5) The compound is Fc1ccc2nc(C3CCN(Cc4nc(CC5CC5)no4)CC3)[nH]c2c1. Results: hERG_inhib (hERG inhibition (general)): blocker. (6) The compound is Cc1cccn2c(=O)c3cc(C(=O)NC4CCCC4)c(=N)n(CCc4ccccc4)c3nc12. Results: hERG_inhib (hERG inhibition (general)): blocker. (7) The drug is COc1ccccc1CCN1CCCC(CN(C)C(=O)c2ccoc2)C1. Results: hERG_inhib (hERG inhibition (general)): blocker. (8) The drug is O=C(CSc1nnc(-c2ccccc2)n1-c1ccc(Cl)cc1)N/N=C/c1ccco1. Results: hERG_inhib (hERG inhibition (general)): blocker. (9) The molecule is O=C(CCN1CCCCC1)NCC(=O)Nc1ccc(Br)cc1C(=O)c1ccccc1. Results: hERG_inhib (hERG inhibition (general)): blocker. (10) The molecule is CC1CCCN(CCCOc2ccc(Br)cc2Cl)C1.O=C(O)C(=O)O. Results: hERG_inhib (hERG inhibition (general)): blocker.